From a dataset of Peptide-MHC class II binding affinity with 134,281 pairs from IEDB. Regression. Given a peptide amino acid sequence and an MHC pseudo amino acid sequence, predict their binding affinity value. This is MHC class II binding data. (1) The peptide sequence is NLLQERLKKLKSEHG. The MHC is HLA-DQA10102-DQB10602 with pseudo-sequence HLA-DQA10102-DQB10602. The binding affinity (normalized) is 0.0929. (2) The peptide sequence is SSSSSLLAMAVLAAL. The MHC is HLA-DQA10501-DQB10301 with pseudo-sequence HLA-DQA10501-DQB10301. The binding affinity (normalized) is 0.513. (3) The peptide sequence is FFAEDVGSNKGAIIG. The MHC is H-2-IAb with pseudo-sequence H-2-IAb. The binding affinity (normalized) is 0.